From a dataset of Peptide-MHC class I binding affinity with 185,985 pairs from IEDB/IMGT. Regression. Given a peptide amino acid sequence and an MHC pseudo amino acid sequence, predict their binding affinity value. This is MHC class I binding data. The peptide sequence is CVFKFIVAK. The MHC is HLA-A01:01 with pseudo-sequence HLA-A01:01. The binding affinity (normalized) is 0.0847.